From a dataset of Catalyst prediction with 721,799 reactions and 888 catalyst types from USPTO. Predict which catalyst facilitates the given reaction. (1) Product: [Cl:1][C:2]1[N:7]=[C:6]([S:10][CH3:9])[CH:5]=[CH:4][N:3]=1. The catalyst class is: 1. Reactant: [Cl:1][C:2]1[N:7]=[C:6](Cl)[CH:5]=[CH:4][N:3]=1.[CH3:9][S-:10].[Na+]. (2) Reactant: [F:1][C:2]1[CH:3]=[C:4]([CH:17]=[CH:18][C:19]=1[N+:20]([O-])=O)[O:5][CH2:6][C@@H:7]([NH:9][C:10](=[O:16])[O:11][C:12]([CH3:15])([CH3:14])[CH3:13])[CH3:8]. Product: [NH2:20][C:19]1[CH:18]=[CH:17][C:4]([O:5][CH2:6][C@@H:7]([NH:9][C:10](=[O:16])[O:11][C:12]([CH3:15])([CH3:13])[CH3:14])[CH3:8])=[CH:3][C:2]=1[F:1]. The catalyst class is: 63. (3) The catalyst class is: 3. Product: [CH3:22][N:12]1[CH:13]=[C:14]([C:16]2[CH:17]=[CH:18][CH:19]=[CH:20][CH:21]=2)[N:15]=[C:11]1[CH2:10][CH2:9][NH:8][C:7]([C:6]1[N:2]([CH3:1])[C:3]([CH3:27])=[N:4][C:5]=1[C:24]([N:46]1[CH2:47][CH2:50][CH2:51]1)=[O:26])=[O:23]. Reactant: [CH3:1][N:2]1[C:6]([C:7](=[O:23])[NH:8][CH2:9][CH2:10][C:11]2[N:12]([CH3:22])[CH:13]=[C:14]([C:16]3[CH:21]=[CH:20][CH:19]=[CH:18][CH:17]=3)[N:15]=2)=[C:5]([C:24]([OH:26])=O)[N:4]=[C:3]1[CH3:27].F[P-](F)(F)(F)(F)F.C(C(=NO[C+](N(C)C)[N:46]1[CH2:51][CH2:50]OC[CH2:47]1)C(OCC)=O)#N.C(N(CC)C(C)C)(C)C.N1CCC1.